This data is from Full USPTO retrosynthesis dataset with 1.9M reactions from patents (1976-2016). The task is: Predict the reactants needed to synthesize the given product. (1) Given the product [OH:8][C@@H:9]1[C@@:43]2([CH3:44])[C:13](=[CH:14][CH:15]=[C:16]3[C@@H:42]2[CH2:41][CH2:40][C@@:39]2([CH3:45])[C@H:17]3[CH2:18][CH:19]=[C:20]2[C:21]([O:24][CH2:25][C:26]#[C:27][C:28]([OH:31])([CH3:30])[CH3:29])([CH3:23])[CH3:22])[CH2:12][C@@H:11]([OH:46])[CH2:10]1, predict the reactants needed to synthesize it. The reactants are: [Si]([O:8][C@@H:9]1[C@@:43]2([CH3:44])[C:13](=[CH:14][CH:15]=[C:16]3[C@@H:42]2[CH2:41][CH2:40][C@@:39]2([CH3:45])[C@H:17]3[CH2:18][CH:19]=[C:20]2[C:21]([O:24][CH2:25][C:26]#[C:27][C:28]([O:31][Si](CC)(CC)CC)([CH3:30])[CH3:29])([CH3:23])[CH3:22])[CH2:12][C@@H:11]([O:46][Si](C(C)(C)C)(C)C)[CH2:10]1)(C(C)(C)C)(C)C.O1CCCC1.[F-].C([N+](CCCC)(CCCC)CCCC)CCC. (2) Given the product [Cl:1][C:2]1[N:6]2[CH:7]=[C:8]([C:15]3[CH:19]=[CH:18][O:17][CH:16]=3)[CH:9]=[C:10]([C:11]([F:14])([F:12])[F:13])[C:5]2=[N:4][C:3]=1[C:20]([N:22]1[CH2:27][CH2:26][CH:25]([N:28]2[CH2:32][CH2:31][O:30][C:29]2=[O:33])[CH:24]([F:41])[CH2:23]1)=[O:21], predict the reactants needed to synthesize it. The reactants are: [Cl:1][C:2]1[N:6]2[CH:7]=[C:8]([C:15]3[CH:19]=[CH:18][O:17][CH:16]=3)[CH:9]=[C:10]([C:11]([F:14])([F:13])[F:12])[C:5]2=[N:4][C:3]=1[C:20]([N:22]1[CH2:27][CH2:26][CH:25]([N:28]2[CH2:32][CH2:31][O:30][C:29]2=[O:33])[CH:24](O)[CH2:23]1)=[O:21].CCN(S(F)(F)[F:41])CC. (3) Given the product [C:1]([C:3]1[C:8]2[N:9]=[C:10]([C:12]3[CH:13]=[CH:14][C:15]([O:18][CH3:19])=[CH:16][CH:17]=3)[S:11][C:7]=2[CH:6]=[C:5]([O:20][CH3:21])[CH:4]=1)#[N:2].[C:1]([C:3]1[C:8]2[N:9]=[C:10]([C:12]3[CH:13]=[CH:14][C:15]([OH:18])=[CH:16][CH:17]=3)[S:11][C:7]=2[CH:6]=[C:5]([OH:20])[CH:4]=1)#[N:2], predict the reactants needed to synthesize it. The reactants are: [C:1]([C:3]1[C:8]2[N:9]=[C:10]([C:12]3[CH:17]=[CH:16][C:15]([O:18][CH3:19])=[CH:14][CH:13]=3)[S:11][C:7]=2[CH:6]=[C:5]([O:20][CH3:21])[CH:4]=1)#[N:2].Cl.BrC1C=C(OC)C=CC=1NC(=O)C1C=CC(OC)=CC=1.C(Cl)(=O)C1C=CC(OC)=CC=1. (4) Given the product [CH3:48][O:49][C:50](=[O:59])[CH2:51][CH2:52][CH2:53][CH2:54][CH2:55][CH2:56][CH2:57][NH:58][C:15](=[O:16])[CH:14]=[C:12]1[C:13]2[CH:1]=[CH:2][CH:3]=[CH:4][C:5]=2[C:6]2[C:11]1=[CH:10][CH:9]=[CH:8][CH:7]=2, predict the reactants needed to synthesize it. The reactants are: [CH:1]1[C:13]2[C:12](=[CH:14][C:15](O)=[O:16])[C:11]3[C:6](=[CH:7][CH:8]=[CH:9][CH:10]=3)[C:5]=2[CH:4]=[CH:3][CH:2]=1.Cl.C(N=C=NCCCN(C)C)C.OC1C2N=NNC=2C=CC=1.C(N(CC)CC)C.Cl.[CH3:48][O:49][C:50](=[O:59])[CH2:51][CH2:52][CH2:53][CH2:54][CH2:55][CH2:56][CH2:57][NH2:58].